This data is from Peptide-MHC class II binding affinity with 134,281 pairs from IEDB. The task is: Regression. Given a peptide amino acid sequence and an MHC pseudo amino acid sequence, predict their binding affinity value. This is MHC class II binding data. The peptide sequence is KYMVIQGEPGRVIRG. The MHC is DRB1_0802 with pseudo-sequence DRB1_0802. The binding affinity (normalized) is 0.230.